Task: Predict the reactants needed to synthesize the given product.. Dataset: Full USPTO retrosynthesis dataset with 1.9M reactions from patents (1976-2016) (1) Given the product [N+:19]([C:22]1[CH:27]=[CH:26][C:25]([C:28]2[CH2:33][CH2:32][NH:31][CH2:30][CH:29]=2)=[CH:24][CH:23]=1)([O-:21])=[O:20], predict the reactants needed to synthesize it. The reactants are: N1CCC(C2C=C(C(C)C(N)=O)C=CC=2)CC1.Cl.[N+:19]([C:22]1[CH:27]=[CH:26][C:25]([C:28]2[CH2:29][CH2:30][N:31](C(OC(C)(C)C)=O)[CH2:32][CH:33]=2)=[CH:24][CH:23]=1)([O-:21])=[O:20]. (2) Given the product [CH2:1]([C:5]1[N:10]=[N:9][C:8]([Cl:27])=[CH:7][C:6]=1[C:12]1[CH:17]=[CH:16][C:15]([O:18][CH:19]2[CH2:24][CH2:23][CH2:22][CH2:21][CH2:20]2)=[CH:14][CH:13]=1)[CH2:2][CH2:3][CH3:4], predict the reactants needed to synthesize it. The reactants are: [CH2:1]([C:5]1[C:6]([C:12]2[CH:17]=[CH:16][C:15]([O:18][CH:19]3[CH2:24][CH2:23][CH2:22][CH2:21][CH2:20]3)=[CH:14][CH:13]=2)=[CH:7][C:8](=O)[NH:9][N:10]=1)[CH2:2][CH2:3][CH3:4].P(Cl)(Cl)([Cl:27])=O. (3) Given the product [C:1]1([CH3:11])[CH:6]=[CH:5][C:4]([S:7]([O:12][CH:13]([CH3:20])[CH2:14][CH2:15][O:16][C:17](=[O:19])[CH3:18])(=[O:9])=[O:8])=[CH:3][CH:2]=1, predict the reactants needed to synthesize it. The reactants are: [C:1]1([CH3:11])[CH:6]=[CH:5][C:4]([S:7](Cl)(=[O:9])=[O:8])=[CH:3][CH:2]=1.[OH:12][CH:13]([CH3:20])[CH2:14][CH2:15][O:16][C:17](=[O:19])[CH3:18].O.